Dataset: Catalyst prediction with 721,799 reactions and 888 catalyst types from USPTO. Task: Predict which catalyst facilitates the given reaction. (1) Reactant: [O:1]1[CH2:5][CH2:4][CH:3]([CH:6]=O)[CH2:2]1.[C:8]([O:12][C:13]([NH:15][CH2:16][CH2:17][NH:18][CH2:19][C:20]1[CH:25]=[CH:24][C:23]([O:26][CH3:27])=[CH:22][CH:21]=1)=[O:14])([CH3:11])([CH3:10])[CH3:9].C(O[BH-](OC(=O)C)OC(=O)C)(=O)C.[Na+].S([O-])([O-])(=O)=O.[Mg+2]. Product: [C:8]([O:12][C:13]([NH:15][CH2:16][CH2:17][N:18]([CH2:19][C:20]1[CH:25]=[CH:24][C:23]([O:26][CH3:27])=[CH:22][CH:21]=1)[CH2:6][CH:3]1[CH2:4][CH2:5][O:1][CH2:2]1)=[O:14])([CH3:11])([CH3:10])[CH3:9]. The catalyst class is: 26. (2) Reactant: FC(F)(F)C(O)=O.[CH2:8]1[C:10]2([CH2:15][CH2:14][NH:13][CH:12]([C:16]([NH:18][C:19]3([C:22]4[CH:31]=[CH:30][C:25]([C:26]([O:28][CH3:29])=[O:27])=[CH:24][CH:23]=4)[CH2:21][CH2:20]3)=[O:17])[CH2:11]2)[CH2:9]1.[F:32][C:33]([F:43])([F:42])[C:34]1[CH:41]=[CH:40][C:37]([CH2:38]Br)=[CH:36][CH:35]=1. Product: [F:32][C:33]([F:42])([F:43])[C:34]1[CH:41]=[CH:40][C:37]([CH2:38][N:13]2[CH2:14][CH2:15][C:10]3([CH2:9][CH2:8]3)[CH2:11][CH:12]2[C:16]([NH:18][C:19]2([C:22]3[CH:31]=[CH:30][C:25]([C:26]([O:28][CH3:29])=[O:27])=[CH:24][CH:23]=3)[CH2:20][CH2:21]2)=[O:17])=[CH:36][CH:35]=1. The catalyst class is: 23. (3) Reactant: C([N:8]1[CH2:20][C@H:19]2[C@H:11]([CH2:12][C:13]3[C:18]2=[CH:17][C:16](Br)=[CH:15][C:14]=3[CH3:22])[CH2:10][CH2:9]1)C1C=CC=CC=1. Product: [CH3:22][C:14]1[CH:15]=[CH:16][CH:17]=[C:18]2[C:13]=1[CH2:12][C@H:11]1[C@@H:19]2[CH2:20][NH:8][CH2:9][CH2:10]1. The catalyst class is: 105. (4) Reactant: [Cl:1][C:2]1[C:3]([CH3:22])=[C:4]([C:13]2[CH:14]=[N:15][C:16]([N:19]([CH3:21])[CH3:20])=[N:17][CH:18]=2)[C:5]([O:11][CH3:12])=[C:6]([C:8](=O)[CH3:9])[CH:7]=1.C([O-])(=O)C.[NH4+].C([BH3-])#[N:29].[Na+]. Product: [NH2:29][CH:8]([C:6]1[C:5]([O:11][CH3:12])=[C:4]([C:13]2[CH:14]=[N:15][C:16]([N:19]([CH3:21])[CH3:20])=[N:17][CH:18]=2)[C:3]([CH3:22])=[C:2]([Cl:1])[CH:7]=1)[CH3:9]. The catalyst class is: 449. (5) The catalyst class is: 33. Reactant: [F:1][C:2]1[CH:9]=[CH:8][CH:7]=[C:6]([OH:10])[C:3]=1[CH:4]=O.[F:11][C:12]([F:21])([F:20])/[CH:13]=[CH:14]/[C:15]([O:17][CH2:18][CH3:19])=[O:16].C(N(CC)CC)C.C(=O)([O-])[O-].[K+].[K+]. Product: [F:1][C:2]1[CH:9]=[CH:8][CH:7]=[C:6]2[C:3]=1[CH:4]=[C:14]([C:15]([O:17][CH2:18][CH3:19])=[O:16])[CH:13]([C:12]([F:11])([F:21])[F:20])[O:10]2. (6) Reactant: [CH3:1][C:2]1[CH:7]=[CH:6][C:5]([S:8]([O:11][CH2:12][C@@H:13]2[O:18][C:17]3[C:19]([CH:24]=[CH:25][CH3:26])=[C:20]([NH2:23])[CH:21]=[CH:22][C:16]=3[O:15][CH2:14]2)(=[O:10])=[O:9])=[CH:4][CH:3]=1.Cl[C:28]([O:30][CH2:31][C:32]1[CH:37]=[CH:36][CH:35]=[CH:34][CH:33]=1)=[O:29].C(N(CC)C(C)C)(C)C. Product: [CH3:1][C:2]1[CH:7]=[CH:6][C:5]([S:8]([O:11][CH2:12][CH:13]2[O:18][C:17]3[C:19]([CH:24]=[CH:25][CH3:26])=[C:20]([NH:23][C:28]([O:30][CH2:31][C:32]4[CH:37]=[CH:36][CH:35]=[CH:34][CH:33]=4)=[O:29])[CH:21]=[CH:22][C:16]=3[O:15][CH2:14]2)(=[O:10])=[O:9])=[CH:4][CH:3]=1. The catalyst class is: 13. (7) Reactant: [N+:1]([C:4]1[C:13]2[C:8](=[CH:9][CH:10]=[CH:11][CH:12]=2)[C:7]([NH2:14])=[CH:6][CH:5]=1)([O-:3])=[O:2].[C:15]1(=O)[O:21][C:19](=[O:20])[CH:18]=[C:16]1[CH3:17].C([O-])([O-])=O.[K+].[K+]. Product: [CH3:17][C:16]1[C:15](=[O:21])[N:14]([C:7]2[C:8]3[C:13](=[CH:12][CH:11]=[CH:10][CH:9]=3)[C:4]([N+:1]([O-:3])=[O:2])=[CH:5][CH:6]=2)[C:19](=[O:20])[CH:18]=1. The catalyst class is: 15.